From a dataset of Forward reaction prediction with 1.9M reactions from USPTO patents (1976-2016). Predict the product of the given reaction. Given the reactants [Cl:1][C:2]1[N:7]=[C:6]([CH2:8][C:9]([C:11]2[CH:16]=[CH:15][CH:14]=[C:13]([O:17][CH3:18])[CH:12]=2)=O)[CH:5]=[CH:4][N:3]=1.C1C(=O)N(Br)C(=O)C1.[CH3:27][O:28][CH2:29][CH2:30][NH:31][C:32]([NH2:34])=[S:33], predict the reaction product. The product is: [Cl:1][C:2]1[N:7]=[C:6]([C:8]2[S:33][C:32]([NH:31][CH2:30][CH2:29][O:28][CH3:27])=[N:34][C:9]=2[C:11]2[CH:16]=[CH:15][CH:14]=[C:13]([O:17][CH3:18])[CH:12]=2)[CH:5]=[CH:4][N:3]=1.